This data is from Forward reaction prediction with 1.9M reactions from USPTO patents (1976-2016). The task is: Predict the product of the given reaction. (1) Given the reactants I[C:2]1[CH:3]=[C:4]([CH:30]=[CH:31][CH:32]=1)[CH2:5][N:6]1[C:14](=[O:15])[NH:13][C:12]2[C:7]1=[N:8][C:9]([NH:16][CH2:17][C@@H:18]1[CH2:22][CH2:21][N:20]([C:23]([O:25][C:26]([CH3:29])([CH3:28])[CH3:27])=[O:24])[CH2:19]1)=[N:10][CH:11]=2.[F:33][C:34]1[CH:39]=[CH:38][CH:37]=[CH:36][C:35]=1B(O)O, predict the reaction product. The product is: [F:33][C:34]1[CH:39]=[CH:38][CH:37]=[CH:36][C:35]=1[C:2]1[CH:3]=[C:4]([CH:30]=[CH:31][CH:32]=1)[CH2:5][N:6]1[C:14](=[O:15])[NH:13][C:12]2[C:7]1=[N:8][C:9]([NH:16][CH2:17][C@@H:18]1[CH2:22][CH2:21][N:20]([C:23]([O:25][C:26]([CH3:29])([CH3:28])[CH3:27])=[O:24])[CH2:19]1)=[N:10][CH:11]=2. (2) Given the reactants [CH2:1]([O:8][C:9]1[CH:18]=[CH:17][CH:16]=[C:15]2[C:10]=1[CH2:11][CH2:12][CH2:13][CH:14]2[C:19]([N:21]([C:28]1[CH:29]=[N:30][C:31]([CH:34]([CH3:36])[CH3:35])=[CH:32][CH:33]=1)[CH2:22][C:23]1[CH:24]=[N:25][NH:26][CH:27]=1)=[O:20])[C:2]1[CH:7]=[CH:6][CH:5]=[CH:4][CH:3]=1.Cl[CH2:38][C:39]1[N:44]=[C:43]([N:45]([CH3:47])[CH3:46])[CH:42]=[CH:41][CH:40]=1, predict the reaction product. The product is: [CH2:1]([O:8][C:9]1[CH:18]=[CH:17][CH:16]=[C:15]2[C:10]=1[CH2:11][CH2:12][CH2:13][CH:14]2[C:19]([N:21]([CH2:22][C:23]1[CH:24]=[N:25][N:26]([CH2:38][C:39]2[CH:40]=[CH:41][CH:42]=[C:43]([N:45]([CH3:47])[CH3:46])[N:44]=2)[CH:27]=1)[C:28]1[CH:29]=[N:30][C:31]([CH:34]([CH3:36])[CH3:35])=[CH:32][CH:33]=1)=[O:20])[C:2]1[CH:7]=[CH:6][CH:5]=[CH:4][CH:3]=1. (3) Given the reactants C([O:4][CH2:5][CH2:6][O:7][C:8]1[CH:32]=[CH:31][C:30]([O:33][CH3:34])=[CH:29][C:9]=1[CH2:10][N:11]([C:15]1[CH:20]=[C:19]([F:21])[CH:18]=[CH:17][C:16]=1[O:22][C:23]1[CH:28]=[CH:27][CH:26]=[CH:25][CH:24]=1)[C:12](=[O:14])[CH3:13])C=C.C(OCC)C.C(=O)([O-])O.[Na+], predict the reaction product. The product is: [F:21][C:19]1[CH:18]=[CH:17][C:16]([O:22][C:23]2[CH:24]=[CH:25][CH:26]=[CH:27][CH:28]=2)=[C:15]([N:11]([CH2:10][C:9]2[CH:29]=[C:30]([O:33][CH3:34])[CH:31]=[CH:32][C:8]=2[O:7][CH2:6][CH2:5][OH:4])[C:12](=[O:14])[CH3:13])[CH:20]=1.